Dataset: NCI-60 drug combinations with 297,098 pairs across 59 cell lines. Task: Regression. Given two drug SMILES strings and cell line genomic features, predict the synergy score measuring deviation from expected non-interaction effect. (1) Drug 1: COC1=C(C=C2C(=C1)N=CN=C2NC3=CC(=C(C=C3)F)Cl)OCCCN4CCOCC4. Drug 2: CN(C(=O)NC(C=O)C(C(C(CO)O)O)O)N=O. Cell line: RXF 393. Synergy scores: CSS=18.9, Synergy_ZIP=-6.36, Synergy_Bliss=-3.10, Synergy_Loewe=-41.6, Synergy_HSA=-3.33. (2) Drug 1: CC1=C2C(C(=O)C3(C(CC4C(C3C(C(C2(C)C)(CC1OC(=O)C(C(C5=CC=CC=C5)NC(=O)OC(C)(C)C)O)O)OC(=O)C6=CC=CC=C6)(CO4)OC(=O)C)OC)C)OC. Drug 2: CN(C(=O)NC(C=O)C(C(C(CO)O)O)O)N=O. Cell line: OVCAR3. Synergy scores: CSS=45.7, Synergy_ZIP=2.58, Synergy_Bliss=0.396, Synergy_Loewe=-43.2, Synergy_HSA=-1.62. (3) Drug 1: CC(CN1CC(=O)NC(=O)C1)N2CC(=O)NC(=O)C2. Drug 2: C1C(C(OC1N2C=C(C(=O)NC2=O)F)CO)O. Cell line: HOP-62. Synergy scores: CSS=49.9, Synergy_ZIP=5.83, Synergy_Bliss=5.85, Synergy_Loewe=-11.0, Synergy_HSA=8.02. (4) Drug 1: CC12CCC3C(C1CCC2NC(=O)OCC(F)(F)F)CCC4C3(C=CC(=O)N4C)C. Drug 2: CN(CC1=CN=C2C(=N1)C(=NC(=N2)N)N)C3=CC=C(C=C3)C(=O)NC(CCC(=O)O)C(=O)O. Cell line: NCI-H460. Synergy scores: CSS=28.2, Synergy_ZIP=-1.29, Synergy_Bliss=-4.81, Synergy_Loewe=-19.0, Synergy_HSA=-3.54. (5) Drug 1: CC1C(C(=O)NC(C(=O)N2CCCC2C(=O)N(CC(=O)N(C(C(=O)O1)C(C)C)C)C)C(C)C)NC(=O)C3=C4C(=C(C=C3)C)OC5=C(C(=O)C(=C(C5=N4)C(=O)NC6C(OC(=O)C(N(C(=O)CN(C(=O)C7CCCN7C(=O)C(NC6=O)C(C)C)C)C)C(C)C)C)N)C. Drug 2: C(CC(=O)O)C(=O)CN.Cl. Cell line: UO-31. Synergy scores: CSS=-1.58, Synergy_ZIP=-0.0119, Synergy_Bliss=0.331, Synergy_Loewe=-2.34, Synergy_HSA=-1.37. (6) Drug 1: CC1C(C(CC(O1)OC2CC(CC3=C2C(=C4C(=C3O)C(=O)C5=C(C4=O)C(=CC=C5)OC)O)(C(=O)CO)O)N)O.Cl. Drug 2: C1CC(=O)NC(=O)C1N2C(=O)C3=CC=CC=C3C2=O. Cell line: KM12. Synergy scores: CSS=21.7, Synergy_ZIP=7.75, Synergy_Bliss=13.7, Synergy_Loewe=12.8, Synergy_HSA=13.1. (7) Drug 1: CC1C(C(=O)NC(C(=O)N2CCCC2C(=O)N(CC(=O)N(C(C(=O)O1)C(C)C)C)C)C(C)C)NC(=O)C3=C4C(=C(C=C3)C)OC5=C(C(=O)C(=C(C5=N4)C(=O)NC6C(OC(=O)C(N(C(=O)CN(C(=O)C7CCCN7C(=O)C(NC6=O)C(C)C)C)C)C(C)C)C)N)C. Drug 2: C1=NC2=C(N=C(N=C2N1C3C(C(C(O3)CO)O)O)F)N. Cell line: NCI/ADR-RES. Synergy scores: CSS=16.7, Synergy_ZIP=-3.11, Synergy_Bliss=-4.90, Synergy_Loewe=-4.76, Synergy_HSA=-3.88.